This data is from TCR-epitope binding with 47,182 pairs between 192 epitopes and 23,139 TCRs. The task is: Binary Classification. Given a T-cell receptor sequence (or CDR3 region) and an epitope sequence, predict whether binding occurs between them. (1) The epitope is PKYVKQNTLKLAT. The TCR CDR3 sequence is CASSPNRGPADEQYF. Result: 0 (the TCR does not bind to the epitope). (2) The epitope is QYDPVAALF. Result: 0 (the TCR does not bind to the epitope). The TCR CDR3 sequence is CASSLFGGSGNTIYF. (3) The epitope is HTTDPSFLGRY. The TCR CDR3 sequence is CASSSFCGRSYEQYF. Result: 0 (the TCR does not bind to the epitope). (4) The epitope is TLIGDCATV. Result: 1 (the TCR binds to the epitope). The TCR CDR3 sequence is CASSSAEGFEKLFF. (5) The epitope is FADDLNQLTGY. Result: 1 (the TCR binds to the epitope). The TCR CDR3 sequence is CASSQEARYQETQYF. (6) The epitope is RLRAEAQVK. The TCR CDR3 sequence is CASSLSGTWGEGYTF. Result: 1 (the TCR binds to the epitope). (7) The epitope is KLFIRQEEV. The TCR CDR3 sequence is CASSQLGQGNTGELFF. Result: 0 (the TCR does not bind to the epitope).